From a dataset of Forward reaction prediction with 1.9M reactions from USPTO patents (1976-2016). Predict the product of the given reaction. (1) Given the reactants [Br:1][C:2]1[CH:3]=[C:4]([CH:8]=[CH:9][C:10]=1[CH3:11])[C:5]([OH:7])=[O:6].OS(O)(=O)=O.[CH3:17]O, predict the reaction product. The product is: [CH3:17][O:6][C:5](=[O:7])[C:4]1[CH:8]=[CH:9][C:10]([CH3:11])=[C:2]([Br:1])[CH:3]=1. (2) Given the reactants [OH:1][CH:2]1[CH2:7][CH2:6][N:5]([C:8]([O:10][C:11]([CH3:14])([CH3:13])[CH3:12])=[O:9])[CH2:4][CH2:3]1.C1(P(C2C=CC=CC=2)C2C=CC=CC=2)C=CC=CC=1.O[C:35]1[CH:40]=[CH:39][N:38]=[CH:37][CH:36]=1.N(C(OC(C)C)=O)=NC(OC(C)C)=O.C(=O)(O)[O-].[Na+], predict the reaction product. The product is: [N:38]1[CH:39]=[CH:40][C:35]([O:1][CH:2]2[CH2:3][CH2:4][N:5]([C:8]([O:10][C:11]([CH3:14])([CH3:13])[CH3:12])=[O:9])[CH2:6][CH2:7]2)=[CH:36][CH:37]=1. (3) Given the reactants Br[CH2:2][C:3]([C:5]1[CH:6]=[CH:7][C:8]2[C:17]3[CH:16]=[C:15]4[CH2:18][CH2:19][CH2:20][C:21](=[O:22])[C:14]4=[CH:13][C:12]=3[O:11][CH2:10][C:9]=2[CH:23]=1)=[O:4].[C:24]([O:28][C:29]([N:31]1[C@@H:35]([CH3:36])[CH2:34][CH2:33][C@H:32]1[C:37]([OH:39])=[O:38])=[O:30])([CH3:27])([CH3:26])[CH3:25].C(N(CC)CC)C, predict the reaction product. The product is: [CH3:36][C@@H:35]1[N:31]([C:29]([O:28][C:24]([CH3:25])([CH3:27])[CH3:26])=[O:30])[C@H:32]([C:37]([O:39][CH2:2][C:3](=[O:4])[C:5]2[CH:6]=[CH:7][C:8]3[C:17]4[CH:16]=[C:15]5[CH2:18][CH2:19][CH2:20][C:21](=[O:22])[C:14]5=[CH:13][C:12]=4[O:11][CH2:10][C:9]=3[CH:23]=2)=[O:38])[CH2:33][CH2:34]1.